From a dataset of Forward reaction prediction with 1.9M reactions from USPTO patents (1976-2016). Predict the product of the given reaction. (1) Given the reactants Br[C:2]1[C:7]2[CH2:8][CH:9]([CH2:22][CH3:23])[N:10]3[C:15]([C:6]=2[C:5]([O:24][CH2:25][CH3:26])=[CH:4][CH:3]=1)=[CH:14][C:13](=[O:16])[C:12]([C:17]([O:19]CC)=[O:18])=[CH:11]3.Cl.[CH3:28][N:29](C=O)C, predict the reaction product. The product is: [C:28]([C:2]1[C:7]2[CH2:8][CH:9]([CH2:22][CH3:23])[N:10]3[C:15]([C:6]=2[C:5]([O:24][CH2:25][CH3:26])=[CH:4][CH:3]=1)=[CH:14][C:13](=[O:16])[C:12]([C:17]([OH:19])=[O:18])=[CH:11]3)#[N:29]. (2) Given the reactants C([O:5][C:6]([C:8]1([S:14]([C:17]2[CH:22]=[CH:21][C:20]([C:23]3[CH:28]=[CH:27][C:26]([O:29][CH2:30][CH2:31][O:32][CH2:33][CH3:34])=[CH:25][CH:24]=3)=[CH:19][CH:18]=2)(=[O:16])=[O:15])[CH2:13][CH2:12][O:11][CH2:10][CH2:9]1)=[O:7])(C)(C)C.C(O)(C(F)(F)F)=O, predict the reaction product. The product is: [CH2:33]([O:32][CH2:31][CH2:30][O:29][C:26]1[CH:27]=[CH:28][C:23]([C:20]2[CH:21]=[CH:22][C:17]([S:14]([C:8]3([C:6]([OH:7])=[O:5])[CH2:13][CH2:12][O:11][CH2:10][CH2:9]3)(=[O:16])=[O:15])=[CH:18][CH:19]=2)=[CH:24][CH:25]=1)[CH3:34]. (3) Given the reactants Cl[C:2]1[N:7]=[C:6]([C:8]2[C:17]3[CH2:16][CH2:15][CH2:14][CH2:13][C:12]=3[N:11]=[C:10]([O:18][CH2:19][C:20]3[CH:25]=[CH:24][CH:23]=[CH:22][N:21]=3)[CH:9]=2)[CH:5]=[N:4][CH:3]=1.[CH2:26]([Zn]CC)[CH3:27].CCCCCC, predict the reaction product. The product is: [CH2:26]([C:2]1[N:7]=[C:6]([C:8]2[C:17]3[CH2:16][CH2:15][CH2:14][CH2:13][C:12]=3[N:11]=[C:10]([O:18][CH2:19][C:20]3[CH:25]=[CH:24][CH:23]=[CH:22][N:21]=3)[CH:9]=2)[CH:5]=[N:4][CH:3]=1)[CH3:27]. (4) Given the reactants [C:1]([O:5][C:6]1[CH:14]=[CH:13][C:9]([C:10]([OH:12])=[O:11])=[CH:8][N:7]=1)([CH3:4])([CH3:3])[CH3:2].[CH3:15]C(C)=O.C(=O)([O-])[O-].[K+].[K+].CI, predict the reaction product. The product is: [C:1]([O:5][C:6]1[CH:14]=[CH:13][C:9]([C:10]([O:12][CH3:15])=[O:11])=[CH:8][N:7]=1)([CH3:4])([CH3:2])[CH3:3]. (5) Given the reactants [C:1]([Si:5]([CH3:35])([CH3:34])[O:6][CH:7]([C:30]([CH3:33])([CH3:32])[CH3:31])[CH2:8][O:9][C:10]1[CH:15]=[CH:14][C:13]([C:16]([C:21]2[S:25][C:24]([CH2:26][OH:27])=[C:23]([CH3:28])[CH:22]=2)([CH2:19][CH3:20])[CH2:17][CH3:18])=[CH:12][C:11]=1[CH3:29])([CH3:4])([CH3:3])[CH3:2].[H-].[Na+].Br[CH2:39][C:40]([O:42][CH3:43])=[O:41], predict the reaction product. The product is: [CH3:43][O:42][C:40](=[O:41])[CH2:39][O:27][CH2:26][C:24]1[S:25][C:21]([C:16]([C:13]2[CH:14]=[CH:15][C:10]([O:9][CH2:8][CH:7]([O:6][Si:5]([C:1]([CH3:4])([CH3:3])[CH3:2])([CH3:35])[CH3:34])[C:30]([CH3:33])([CH3:32])[CH3:31])=[C:11]([CH3:29])[CH:12]=2)([CH2:17][CH3:18])[CH2:19][CH3:20])=[CH:22][C:23]=1[CH3:28].